This data is from Full USPTO retrosynthesis dataset with 1.9M reactions from patents (1976-2016). The task is: Predict the reactants needed to synthesize the given product. (1) Given the product [NH:1]1[C:9]2[C:4](=[CH:5][CH:6]=[CH:7][N:8]=2)[C:3]([C:10](=[O:15])[C:11]([O-:13])=[O:12])=[CH:2]1.[K+:20], predict the reactants needed to synthesize it. The reactants are: [NH:1]1[C:9]2[C:4](=[CH:5][CH:6]=[CH:7][N:8]=2)[C:3]([C:10](=[O:15])[C:11]([O:13]C)=[O:12])=[CH:2]1.C([O-])([O-])=O.[K+:20].[K+]. (2) Given the product [Cl:19][C:20]1[CH:26]=[CH:25][C:23]([NH:24][C:16]([CH:10]2[CH2:11][CH:12]([O:14][CH3:15])[CH2:13][N:8]([C:6]([O:5][C:1]([CH3:2])([CH3:3])[CH3:4])=[O:7])[CH2:9]2)=[O:18])=[CH:22][CH:21]=1, predict the reactants needed to synthesize it. The reactants are: [C:1]([O:5][C:6]([N:8]1[CH2:13][CH:12]([O:14][CH3:15])[CH2:11][CH:10]([C:16]([OH:18])=O)[CH2:9]1)=[O:7])([CH3:4])([CH3:3])[CH3:2].[Cl:19][C:20]1[CH:26]=[CH:25][C:23]([NH2:24])=[CH:22][CH:21]=1.Cl.CN(C)CCCN=C=NCC.C(N(CC)C(C)C)(C)C. (3) Given the product [Cl:18][C:6]1[N:7]=[C:8]([N:12]2[CH2:17][CH2:16][O:15][CH2:14][CH2:13]2)[C:9]2[N:10]=[CH:11][C:2]([C:24]3[O:25][C:21]([CH:19]=[O:20])=[CH:22][CH:23]=3)=[CH:3][C:4]=2[N:5]=1, predict the reactants needed to synthesize it. The reactants are: Br[C:2]1[CH:11]=[N:10][C:9]2[C:8]([N:12]3[CH2:17][CH2:16][O:15][CH2:14][CH2:13]3)=[N:7][C:6]([Cl:18])=[N:5][C:4]=2[CH:3]=1.[CH:19]([C:21]1[O:25][C:24](B(O)O)=[CH:23][CH:22]=1)=[O:20].C(=O)([O-])[O-].[Na+].[Na+].C1(C)C=CC=CC=1. (4) Given the product [N:1]([C:4]1[CH:19]=[CH:18][C:7]([CH2:8][OH:26])=[CH:6][CH:5]=1)=[N+:2]=[N-:3], predict the reactants needed to synthesize it. The reactants are: [N:1]([C:4]1[CH:19]=[CH:18][C:7]([CH2:8]P(=C(C[N+](C)(C)C)O)=O)=[CH:6][CH:5]=1)=[N+:2]=[N-:3].NC1C=CC(C[OH:26])=CC=1.Cl.[N+]([O-])([O-])=O.[Na+].[N-]=[N+]=[N-].[Na+]. (5) Given the product [F:1][C:2]1[CH:10]=[C:9]([F:11])[CH:8]=[C:7]([F:12])[C:3]=1[C:4]([Cl:21])=[O:5], predict the reactants needed to synthesize it. The reactants are: [F:1][C:2]1[CH:10]=[C:9]([F:11])[CH:8]=[C:7]([F:12])[C:3]=1[C:4](O)=[O:5].CN(C=O)C.C(Cl)(=O)C([Cl:21])=O. (6) Given the product [CH:1]([O:4][C:5]1[CH:13]=[CH:12][C:8]([C:9]([NH2:11])=[O:10])=[CH:7][C:6]=1[NH:14][C:15]1[S:16][C:19]([CH3:29])=[C:20]([C:22]2[S:26][C:25]([CH3:27])=[N:24][C:23]=2[CH3:28])[N:17]=1)([CH3:3])[CH3:2], predict the reactants needed to synthesize it. The reactants are: [CH:1]([O:4][C:5]1[CH:13]=[CH:12][C:8]([C:9]([NH2:11])=[O:10])=[CH:7][C:6]=1[NH:14][C:15]([NH2:17])=[S:16])([CH3:3])[CH3:2].Br[CH:19]([CH3:29])[C:20]([C:22]1[S:26][C:25]([CH3:27])=[N:24][C:23]=1[CH3:28])=O. (7) Given the product [CH3:20][S:21][C:2]1[N:7]=[C:6]2[N:8]([C@H:12]([C:14]3[CH:19]=[CH:18][CH:17]=[CH:16][CH:15]=3)[CH3:13])[C:9]([OH:11])=[N:10][C:5]2=[N:4][CH:3]=1, predict the reactants needed to synthesize it. The reactants are: Br[C:2]1[N:7]=[C:6]2[N:8]([C@H:12]([C:14]3[CH:19]=[CH:18][CH:17]=[CH:16][CH:15]=3)[CH3:13])[C:9]([OH:11])=[N:10][C:5]2=[N:4][CH:3]=1.[CH3:20][S-:21].[Na+].CN1CCCC1=O.